Dataset: HIV replication inhibition screening data with 41,000+ compounds from the AIDS Antiviral Screen. Task: Binary Classification. Given a drug SMILES string, predict its activity (active/inactive) in a high-throughput screening assay against a specified biological target. The drug is Cc1ncc([N+](=O)[O-])n1CCNC(=O)CCCn1cnc([N+](=O)[O-])n1. The result is 0 (inactive).